Task: Predict the reaction yield, written as a fraction of the theoretical maximum amount of product (1.0 means a 100% yield; for example, 0.34 means a 34% yield).. Dataset: Reaction yield outcomes from USPTO patents with 853,638 reactions (1) The reactants are [Br:1][C:2]1[CH:10]=[CH:9][CH:8]=[C:7]2[C:3]=1[C:4](O)([C:17]1[C:25]([OH:26])=[CH:24][C:20]3[O:21][CH2:22][O:23][C:19]=3[CH:18]=1)[C:5](=[O:16])[N:6]2[CH2:11][CH2:12][CH2:13][CH2:14][CH3:15].FC(F)(F)C(O)=O.C([SiH](CC)CC)C. The yield is 0.490. The product is [Br:1][C:2]1[CH:10]=[CH:9][CH:8]=[C:7]2[C:3]=1[CH:4]([C:17]1[C:25]([OH:26])=[CH:24][C:20]3[O:21][CH2:22][O:23][C:19]=3[CH:18]=1)[C:5](=[O:16])[N:6]2[CH2:11][CH2:12][CH2:13][CH2:14][CH3:15]. The catalyst is ClCCl. (2) The reactants are [CH3:1][O:2][C:3](=[O:35])[C:4]([NH:24]C(OCC1C=CC=CC=1)=O)=[CH:5][C:6]1[CH:7]=[C:8]2[C:12](=[CH:13][CH:14]=1)[N:11]([S:15]([CH2:18][CH2:19][Si:20]([CH3:23])([CH3:22])[CH3:21])(=[O:17])=[O:16])[CH:10]=[CH:9]2. The catalyst is [Pd].CO. The product is [CH3:1][O:2][C:3](=[O:35])[CH:4]([NH2:24])[CH2:5][C:6]1[CH:7]=[C:8]2[C:12](=[CH:13][CH:14]=1)[N:11]([S:15]([CH2:18][CH2:19][Si:20]([CH3:23])([CH3:22])[CH3:21])(=[O:17])=[O:16])[CH:10]=[CH:9]2. The yield is 0.760. (3) The reactants are C([O:3][C:4]([C:6]1[S:7][C:8]([C:19]2[CH:24]=[CH:23][C:22]([Cl:25])=[CH:21][CH:20]=2)=[C:9]([C:11]2[CH:16]=[CH:15][C:14]([Cl:17])=[CH:13][C:12]=2[Cl:18])[N:10]=1)=[O:5])C.[OH-].[K+].Cl. The catalyst is CO.O. The product is [Cl:25][C:22]1[CH:21]=[CH:20][C:19]([C:8]2[S:7][C:6]([C:4]([OH:5])=[O:3])=[N:10][C:9]=2[C:11]2[CH:16]=[CH:15][C:14]([Cl:17])=[CH:13][C:12]=2[Cl:18])=[CH:24][CH:23]=1. The yield is 0.680. (4) The reactants are [C:1]([O:5][C:6]([NH:8][C@H:9]([C:11]([OH:13])=[O:12])[CH3:10])=[O:7])([CH3:4])([CH3:3])[CH3:2].[CH2:14]=O. The catalyst is C1(C)C=CC=CC=1.O.C1(C)C=CC(S(O)(=O)=O)=CC=1. The product is [C:1]([O:5][C:6]([N:8]1[C@@H:9]([CH3:10])[C:11](=[O:13])[O:12][CH2:14]1)=[O:7])([CH3:2])([CH3:3])[CH3:4]. The yield is 0.710. (5) The reactants are CP(C)C.C1COCC1.[CH2:10]([O:17][C:18]([N:20]1[C:29]2[C:24](=[CH:25][C:26]([CH2:30][C:31]([CH3:34])([CH3:33])[CH3:32])=[CH:27][CH:28]=2)[CH:23]([N:35]=[N+]=[N-])[CH2:22][CH2:21]1)=[O:19])[C:11]1[CH:16]=[CH:15][CH:14]=[CH:13][CH:12]=1. The catalyst is C1COCC1.O. The product is [CH2:10]([O:17][C:18]([N:20]1[C:29]2[C:24](=[CH:25][C:26]([CH2:30][C:31]([CH3:33])([CH3:32])[CH3:34])=[CH:27][CH:28]=2)[CH:23]([NH2:35])[CH2:22][CH2:21]1)=[O:19])[C:11]1[CH:16]=[CH:15][CH:14]=[CH:13][CH:12]=1. The yield is 0.750. (6) The reactants are C1(N2CCN(CC3CCC4C(=CC=CC=4)N3)CC2)C2C(=CC=CC=2)C=CN=1.[F:28][C:29]1[CH:30]=[CH:31][CH:32]=[C:33]2[C:38]=1[N:37]=[C:36]([CH2:39][N:40]1[CH2:45][CH2:44][N:43]([C:46]3[CH:54]=[CH:53][CH:52]=[C:51]4[C:47]=3[CH:48]=[CH:49][NH:50]4)[CH2:42][CH2:41]1)[CH:35]=[CH:34]2. No catalyst specified. The product is [F:28][C:29]1[CH:30]=[CH:31][CH:32]=[C:33]2[C:38]=1[NH:37][CH:36]([CH2:39][N:40]1[CH2:45][CH2:44][N:43]([C:46]3[CH:54]=[CH:53][CH:52]=[C:51]4[C:47]=3[CH:48]=[CH:49][NH:50]4)[CH2:42][CH2:41]1)[CH2:35][CH2:34]2. The yield is 0.570. (7) The reactants are [NH2:1][C:2]1[CH:14]=[CH:13][C:5]([CH:6]=[CH:7][C:8]([O:10][CH2:11][CH3:12])=[O:9])=[CH:4][CH:3]=1.[CH3:15][Si:16]([CH3:44])([CH3:43])[C:17]1[CH:18]=[C:19]([CH:36]=[C:37]([Si:39]([CH3:42])([CH3:41])[CH3:40])[CH:38]=1)[C:20](NC1N=CC(/C=C/C(OCC)=O)=CC=1)=[O:21]. The yield is 0.620. No catalyst specified. The product is [CH3:40][Si:39]([CH3:42])([CH3:41])[C:37]1[CH:36]=[C:19]([CH:18]=[C:17]([Si:16]([CH3:44])([CH3:43])[CH3:15])[CH:38]=1)[C:20]([NH:1][C:2]1[CH:3]=[CH:4][C:5]([CH:6]=[CH:7][C:8]([O:10][CH2:11][CH3:12])=[O:9])=[CH:13][CH:14]=1)=[O:21].